From a dataset of Forward reaction prediction with 1.9M reactions from USPTO patents (1976-2016). Predict the product of the given reaction. (1) Given the reactants [CH2:1]([O:8][C:9]([N:11]1[CH2:16][CH2:15][CH2:14][CH2:13][C@H:12]1[C:17]([OH:19])=[O:18])=[O:10])[C:2]1[CH:7]=[CH:6][CH:5]=[CH:4][CH:3]=1.[C:20](OC(=O)CC(N)C(O)CF)(C)(C)C.C1C=CC2N(O)N=NC=2C=1.C(Cl)CCl, predict the reaction product. The product is: [CH3:20][O:18][C:17]([C@@H:12]1[CH2:13][CH2:14][CH2:15][CH2:16][N:11]1[C:9]([O:8][CH2:1][C:2]1[CH:3]=[CH:4][CH:5]=[CH:6][CH:7]=1)=[O:10])=[O:19]. (2) Given the reactants [CH3:1][C:2]1([CH3:14])[C:6]([CH3:8])([CH3:7])[O:5][B:4]([C:9]2[CH:10]=[N:11][NH:12][CH:13]=2)[O:3]1.[C:15]([O:19][C:20]([N:22]1[CH2:26][CH2:25][C@H:24](OS(C)(=O)=O)[CH2:23]1)=[O:21])([CH3:18])([CH3:17])[CH3:16].C([O-])([O-])=O.[Cs+].[Cs+], predict the reaction product. The product is: [C:15]([O:19][C:20]([N:22]1[CH2:26][CH2:25][C@@H:24]([N:12]2[CH:13]=[C:9]([B:4]3[O:5][C:6]([CH3:7])([CH3:8])[C:2]([CH3:14])([CH3:1])[O:3]3)[CH:10]=[N:11]2)[CH2:23]1)=[O:21])([CH3:18])([CH3:16])[CH3:17]. (3) The product is: [Cl:13][C:14]1[C:15]([F:25])=[C:16]([CH:17]=[C:18]([C:20]([F:23])([F:22])[F:21])[CH:19]=1)[O:24][CH:59]1[CH2:64][CH2:63][N:62]([C:65]([O:67][C:68]([CH3:71])([CH3:70])[CH3:69])=[O:66])[CH2:61][CH2:60]1. Given the reactants ClC1C=CC(O)=CC=1C(F)(F)F.[Cl:13][C:14]1[C:15]([F:25])=[C:16]([OH:24])[CH:17]=[C:18]([C:20]([F:23])([F:22])[F:21])[CH:19]=1.C1(C2C(CN3CCC(OS(C)(=O)=O)CC3)=CC(F)=C(C=2)C(OC(C)(C)C)=O)CC1.CS(O[CH:59]1[CH2:64][CH2:63][N:62]([C:65]([O:67][C:68]([CH3:71])([CH3:70])[CH3:69])=[O:66])[CH2:61][CH2:60]1)=O, predict the reaction product. (4) Given the reactants Br[CH2:2][C:3]([O:5][CH3:6])=[O:4].[CH3:7][C:8]1[CH:9]=[C:10]2[C:14](=[CH:15][C:16]=1[CH3:17])[NH:13][CH:12]=[CH:11]2, predict the reaction product. The product is: [CH3:7][C:8]1[CH:9]=[C:10]2[C:14](=[CH:15][C:16]=1[CH3:17])[N:13]([CH2:2][C:3]([O:5][CH3:6])=[O:4])[CH:12]=[CH:11]2. (5) The product is: [O:1]1[C:6]2[CH:7]=[CH:8][C:9]([CH2:11][C:12]3[CH:13]=[C:14]([C@@H:20]4[O:21][C@H:22]([CH2:29][O:30][P:36](=[O:42])([O:37][C:38]([CH3:41])([CH3:40])[CH3:39])[O:35][C:31]([CH3:33])([CH3:34])[CH3:32])[C@@H:23]([OH:28])[C@H:24]([OH:27])[C@H:25]4[OH:26])[CH:15]=[CH:16][C:17]=3[CH2:18][CH3:19])=[CH:10][C:5]=2[O:4][CH2:3][CH2:2]1. Given the reactants [O:1]1[C:6]2[CH:7]=[CH:8][C:9]([CH2:11][C:12]3[CH:13]=[C:14]([C@H:20]4[C@H:25]([OH:26])[C@@H:24]([OH:27])[C@H:23]([OH:28])[C@@H:22]([CH2:29][OH:30])[O:21]4)[CH:15]=[CH:16][C:17]=3[CH2:18][CH3:19])=[CH:10][C:5]=2[O:4][CH2:3][CH2:2]1.[C:31]([O:35][P:36](N(CC)CC)(=[O:42])[O:37][C:38]([CH3:41])([CH3:40])[CH3:39])([CH3:34])([CH3:33])[CH3:32].N1C=NN=N1.C1C=C(Cl)C=C(C(OO)=O)C=1, predict the reaction product. (6) Given the reactants [C:1]([C:5]1[N:10]=[C:9]([N:11]2[CH2:16][CH2:15][N:14]([CH2:17][CH2:18][CH2:19][CH2:20][NH2:21])[CH2:13][CH2:12]2)[CH:8]=[C:7]([C:22]([F:25])([F:24])[F:23])[N:6]=1)([CH3:4])([CH3:3])[CH3:2].C1N=CN([C:31](N2C=NC=C2)=[O:32])C=1.[C:38]1([C:50]2[CH:55]=[CH:54][CH:53]=[CH:52][CH:51]=2)[CH:43]=[CH:42][C:41]([N:44]2[CH2:49][CH2:48][NH:47][CH2:46][CH2:45]2)=[CH:40][CH:39]=1, predict the reaction product. The product is: [C:38]1([C:50]2[CH:55]=[CH:54][CH:53]=[CH:52][CH:51]=2)[CH:43]=[CH:42][C:41]([N:44]2[CH2:45][CH2:46][N:47]([C:31]([NH:21][CH2:20][CH2:19][CH2:18][CH2:17][N:14]3[CH2:15][CH2:16][N:11]([C:9]4[CH:8]=[C:7]([C:22]([F:24])([F:25])[F:23])[N:6]=[C:5]([C:1]([CH3:4])([CH3:2])[CH3:3])[N:10]=4)[CH2:12][CH2:13]3)=[O:32])[CH2:48][CH2:49]2)=[CH:40][CH:39]=1. (7) The product is: [CH3:7][N:8]([CH3:24])[C:9]1([C:19]2[S:20][CH:21]=[CH:22][CH:23]=2)[CH2:10][CH2:11][C:12]2([CH2:16][CH2:15][N:14]([C:1](=[O:5])[CH2:2][CH2:3][CH3:4])[CH2:13]2)[CH2:17][CH2:18]1. Given the reactants [C:1](Cl)(=[O:5])[CH2:2][CH2:3][CH3:4].[CH3:7][N:8]([CH3:24])[C:9]1([C:19]2[S:20][CH:21]=[CH:22][CH:23]=2)[CH2:18][CH2:17][C:12]2([CH2:16][CH2:15][NH:14][CH2:13]2)[CH2:11][CH2:10]1.C(N(CC)CC)C.C(=O)([O-])[O-].[K+].[K+], predict the reaction product. (8) The product is: [F:13][C:12]([F:14])([F:15])[C:10]1[CH:11]=[C:6]([CH:4]([NH2:1])[CH3:5])[CH:7]=[C:8]([C:16]([F:17])([F:18])[F:19])[CH:9]=1. Given the reactants [N:1]([CH:4]([C:6]1[CH:11]=[C:10]([C:12]([F:15])([F:14])[F:13])[CH:9]=[C:8]([C:16]([F:19])([F:18])[F:17])[CH:7]=1)[CH3:5])=[N+]=[N-].[H][H], predict the reaction product.